Dataset: Full USPTO retrosynthesis dataset with 1.9M reactions from patents (1976-2016). Task: Predict the reactants needed to synthesize the given product. (1) Given the product [F:1][C:2]1[CH:3]=[C:4]([C:8]2[CH:9]=[CH:10][C:11](/[CH:14]=[CH:15]/[CH:16]3[N:27]4[CH:32]([CH2:31][CH:30]=[CH:29][CH2:28]4)[CH:21]4[C:20](=[O:25])[N:19]([CH3:18])[C:23](=[O:24])[CH:22]34)=[N:12][CH:13]=2)[CH:5]=[CH:6][CH:7]=1, predict the reactants needed to synthesize it. The reactants are: [F:1][C:2]1[CH:3]=[C:4]([C:8]2[CH:9]=[CH:10][C:11](/[CH:14]=[CH:15]/[CH:16]=O)=[N:12][CH:13]=2)[CH:5]=[CH:6][CH:7]=1.[CH3:18][N:19]1[C:23](=[O:24])[CH:22]=[CH:21][C:20]1=[O:25].Cl.[NH:27]1[CH2:32][CH:31]=[CH:30][CH2:29][CH:28]1C(O)=O. (2) The reactants are: [Br:1][C:2]1[CH:3]=[CH:4][C:5]2[N:6]([C:8](I)=[CH:9][N:10]=2)[CH:7]=1.[F:12][C:13]([F:24])([F:23])[C:14]1[CH:19]=[CH:18][C:17](B(O)O)=[CH:16][CH:15]=1. Given the product [Br:1][C:2]1[CH:3]=[CH:4][C:5]2[N:6]([C:8]([C:17]3[CH:18]=[CH:19][C:14]([C:13]([F:24])([F:23])[F:12])=[CH:15][CH:16]=3)=[CH:9][N:10]=2)[CH:7]=1, predict the reactants needed to synthesize it. (3) Given the product [CH:1]1([N:7]2[C:11]3[CH:12]=[CH:13][C:14]([CH2:16][N:17]4[CH2:18][CH2:19][CH2:20][CH2:21][CH2:22]4)=[CH:15][C:10]=3[N:9]=[C:8]2[NH:23][C:32](=[O:33])[C:31]2[CH:35]=[CH:36][CH:37]=[C:29]([N:24]3[CH:28]=[N:27][N:26]=[N:25]3)[CH:30]=2)[CH2:2][CH2:3][CH2:4][CH2:5][CH2:6]1, predict the reactants needed to synthesize it. The reactants are: [CH:1]1([N:7]2[C:11]3[CH:12]=[CH:13][C:14]([CH2:16][N:17]4[CH2:22][CH2:21][CH2:20][CH2:19][CH2:18]4)=[CH:15][C:10]=3[N:9]=[C:8]2[NH2:23])[CH2:6][CH2:5][CH2:4][CH2:3][CH2:2]1.[N:24]1([C:29]2[CH:30]=[C:31]([CH:35]=[CH:36][CH:37]=2)[C:32](O)=[O:33])[CH:28]=[N:27][N:26]=[N:25]1.ON1C2C=CC=CC=2N=N1.Cl.CN(C)CCCN=C=N.